From a dataset of Full USPTO retrosynthesis dataset with 1.9M reactions from patents (1976-2016). Predict the reactants needed to synthesize the given product. (1) Given the product [Cl:30][C:31]1[CH:37]=[C:36]([O:38][C:39]2[C:40]3[N:47]([CH3:48])[CH:46]=[CH:45][C:41]=3[N:42]=[CH:43][N:44]=2)[CH:35]=[CH:34][C:32]=1[NH:33][C:21]([NH:6][C:5]1[CH:7]=[C:8]([C:10]([F:11])([F:12])[F:13])[CH:9]=[C:3]([O:2][CH3:1])[CH:4]=1)=[O:22], predict the reactants needed to synthesize it. The reactants are: [CH3:1][O:2][C:3]1[CH:4]=[C:5]([CH:7]=[C:8]([C:10]([F:13])([F:12])[F:11])[CH:9]=1)[NH2:6].N1C=CC=CC=1.Cl[C:21](OC1C=CC=CC=1)=[O:22].[Cl:30][C:31]1[CH:37]=[C:36]([O:38][C:39]2[C:40]3[N:47]([CH3:48])[CH:46]=[CH:45][C:41]=3[N:42]=[CH:43][N:44]=2)[CH:35]=[CH:34][C:32]=1[NH2:33]. (2) The reactants are: [CH2:1]([O:8][CH2:9][CH2:10][N:11]1[C:17](=[O:18])[C@@H:16]([NH:19][C:20](=[O:27])[C@:21]([F:26])([CH3:25])[C:22](O)=[O:23])[C:15]2[CH:28]=[CH:29][CH:30]=[CH:31][C:14]=2[C:13]2[CH:32]=[CH:33][CH:34]=[CH:35][C:12]1=2)[C:2]1[CH:7]=[CH:6][CH:5]=[CH:4][CH:3]=1.[F:36][C:37]([F:41])([F:40])[CH2:38][NH2:39]. Given the product [CH2:1]([O:8][CH2:9][CH2:10][N:11]1[C:17](=[O:18])[C@@H:16]([NH:19][C:20](=[O:27])[C@:21]([F:26])([CH3:25])[C:22]([NH:39][CH2:38][C:37]([F:41])([F:40])[F:36])=[O:23])[C:15]2[CH:28]=[CH:29][CH:30]=[CH:31][C:14]=2[C:13]2[CH:32]=[CH:33][CH:34]=[CH:35][C:12]1=2)[C:2]1[CH:7]=[CH:6][CH:5]=[CH:4][CH:3]=1, predict the reactants needed to synthesize it. (3) Given the product [Cl:1][C:2]1[CH:10]=[C:9]([CH:8]=[CH:7][C:3]=1[C:4]([N:33]1[CH2:34][CH2:35][CH:31]([NH:30][C:28](=[O:29])[C:27]([F:37])([F:36])[F:26])[CH2:32]1)=[O:6])[C:11]([NH:13][CH:14]([C:16]1[NH:20][C:19]2[CH:21]=[CH:22][C:23]([Cl:25])=[CH:24][C:18]=2[N:17]=1)[CH3:15])=[O:12], predict the reactants needed to synthesize it. The reactants are: [Cl:1][C:2]1[CH:10]=[C:9]([C:11]([NH:13][CH:14]([C:16]2[NH:20][C:19]3[CH:21]=[CH:22][C:23]([Cl:25])=[CH:24][C:18]=3[N:17]=2)[CH3:15])=[O:12])[CH:8]=[CH:7][C:3]=1[C:4]([OH:6])=O.[F:26][C:27]([F:37])([F:36])[C:28]([NH:30][CH:31]1[CH2:35][CH2:34][NH:33][CH2:32]1)=[O:29].C(N(C(C)C)CC)(C)C.ClCl. (4) Given the product [NH2:37][C:2]1[CH:7]=[C:6]([C:8]2[N:9]=[C:10]([NH:18][CH2:19][C:20]([CH3:23])([NH2:22])[CH3:21])[C:11]3[C:16]([CH:17]=2)=[CH:15][N:14]=[CH:13][CH:12]=3)[CH:5]=[CH:4][N:3]=1, predict the reactants needed to synthesize it. The reactants are: Cl[C:2]1[CH:7]=[C:6]([C:8]2[N:9]=[C:10]([NH:18][CH2:19][C:20]([CH3:23])([NH2:22])[CH3:21])[C:11]3[C:16]([CH:17]=2)=[CH:15][N:14]=[CH:13][CH:12]=3)[CH:5]=[CH:4][N:3]=1.C(=[NH:37])(C1C=CC=CC=1)C1C=CC=CC=1.C1C=CC(P(C2C(C3C(P(C4C=CC=CC=4)C4C=CC=CC=4)=CC=C4C=3C=CC=C4)=C3C(C=CC=C3)=CC=2)C2C=CC=CC=2)=CC=1.CC([O-])(C)C.[Na+]. (5) Given the product [CH2:28]([NH:35][C:23]([C:19]1[CH:18]=[C:17]2[C:22]([C:14]([C:12]3[NH:13][C:7]4[C:8]([N:11]=3)=[CH:9][C:10]3[C:2]([CH3:1])([CH3:27])[C:3](=[O:26])[NH:4][C:5]=3[CH:6]=4)=[N:15][NH:16]2)=[CH:21][CH:20]=1)=[O:24])[C:29]1[CH:34]=[CH:33][CH:32]=[CH:31][CH:30]=1.[CH3:1][C:2]1([CH3:27])[C:10]2[CH:9]=[C:8]3[N:11]=[C:12]([C:14]4[C:22]5[C:17](=[CH:18][C:19]([C:23]([OH:25])=[O:24])=[CH:20][CH:21]=5)[NH:16][N:15]=4)[NH:13][C:7]3=[CH:6][C:5]=2[NH:4][C:3]1=[O:26], predict the reactants needed to synthesize it. The reactants are: [CH3:1][C:2]1([CH3:27])[C:10]2[CH:9]=[C:8]3[N:11]=[C:12]([C:14]4[C:22]5[C:17](=[CH:18][C:19]([C:23]([OH:25])=[O:24])=[CH:20][CH:21]=5)[NH:16][N:15]=4)[NH:13][C:7]3=[CH:6][C:5]=2[NH:4][C:3]1=[O:26].[CH2:28]([NH2:35])[C:29]1[CH:34]=[CH:33][CH:32]=[CH:31][CH:30]=1.N1C2C(=CC=C(C(O)=O)C=2)C=C1.NC1C=C2C(=CC=1N)NC(=O)C2(C)C. (6) Given the product [NH2:40][C:3]1[C:2]([F:1])=[CH:7][C:6]([F:8])=[CH:5][C:4]=1[NH:9][C:10]1[C:18]2[O:17][CH2:16][C@@H:15]([N:19]([C:34](=[O:39])[C:35]([F:36])([F:38])[F:37])[C:20]3[CH:33]=[CH:32][C:23]4[C@H:24]([CH2:27][C:28]([O:30][CH3:31])=[O:29])[CH2:25][O:26][C:22]=4[CH:21]=3)[C:14]=2[CH:13]=[CH:12][CH:11]=1, predict the reactants needed to synthesize it. The reactants are: [F:1][C:2]1[C:3]([N+:40]([O-])=O)=[C:4]([NH:9][C:10]2[C:18]3[O:17][CH2:16][C@@H:15]([N:19]([C:34](=[O:39])[C:35]([F:38])([F:37])[F:36])[C:20]4[CH:33]=[CH:32][C:23]5[C@H:24]([CH2:27][C:28]([O:30][CH3:31])=[O:29])[CH2:25][O:26][C:22]=5[CH:21]=4)[C:14]=3[CH:13]=[CH:12][CH:11]=2)[CH:5]=[C:6]([F:8])[CH:7]=1. (7) Given the product [Br:17][CH2:9][C:3]1[CH:4]=[CH:5][C:6]([I:8])=[CH:7][C:2]=1[F:1], predict the reactants needed to synthesize it. The reactants are: [F:1][C:2]1[CH:7]=[C:6]([I:8])[CH:5]=[CH:4][C:3]=1[CH3:9].C1C(=O)N([Br:17])C(=O)C1.